Dataset: Catalyst prediction with 721,799 reactions and 888 catalyst types from USPTO. Task: Predict which catalyst facilitates the given reaction. Reactant: [ClH:1].[Cl:2]C1C=C(C#N)C=CC=1[N:11]([CH2:19][C:20]1[C:25](=[O:26])[CH2:24][CH2:23][CH2:22][C:21]=1[NH:27][C:28]1[CH:33]=[CH:32][CH:31]=[C:30]([C:34]([F:37])([F:36])[F:35])[CH:29]=1)C(=O)OC(C)(C)C. Product: [ClH:2].[NH2:11][CH:19]([C:20]1[C:25](=[O:26])[CH2:24][CH2:23][CH2:22][C:21]=1[NH:27][C:28]1[CH:33]=[CH:32][CH:31]=[C:30]([C:34]([F:35])([F:36])[F:37])[CH:29]=1)[C:23]1[CH:24]=[CH:25][C:20]([C:19]#[N:11])=[CH:21][C:22]=1[Cl:1]. The catalyst class is: 12.